From a dataset of Reaction yield outcomes from USPTO patents with 853,638 reactions. Predict the reaction yield, written as a fraction of the theoretical maximum amount of product (1.0 means a 100% yield; for example, 0.34 means a 34% yield). (1) The reactants are [CH3:1][N:2]([C:4]([N:6]=[C:7]([NH2:9])[NH2:8])=[NH:5])[CH3:3].Cl.[C:11]([OH:14])(=[O:13])[CH3:12].[OH-].[Na+]. The catalyst is O. The product is [CH3:1][N:2]([C:4]([NH:6][C:7]([NH2:9])=[NH:8])=[NH:5])[CH3:3].[C:11]([O-:14])(=[O:13])[CH3:12]. The yield is 0.730. (2) The reactants are [F:1][C:2]([F:14])([F:13])[O:3][C:4]1[CH:9]=[CH:8][C:7](B(O)O)=[CH:6][CH:5]=1.[NH2:15][C:16]1[N:17]=[C:18]([N:27]2[CH2:32][CH2:31][N:30]([C:33](=[O:43])[CH2:34][O:35][C:36]3[CH:41]=[CH:40][C:39]([Cl:42])=[CH:38][CH:37]=3)[CH2:29][CH2:28]2)[C:19]2[N:25]=[C:24](Cl)[CH:23]=[CH:22][C:20]=2[N:21]=1. No catalyst specified. The product is [NH2:15][C:16]1[N:17]=[C:18]([N:27]2[CH2:28][CH2:29][N:30]([C:33](=[O:43])[CH2:34][O:35][C:36]3[CH:41]=[CH:40][C:39]([Cl:42])=[CH:38][CH:37]=3)[CH2:31][CH2:32]2)[C:19]2[N:25]=[C:24]([C:7]3[CH:8]=[CH:9][C:4]([O:3][C:2]([F:14])([F:13])[F:1])=[CH:5][CH:6]=3)[CH:23]=[CH:22][C:20]=2[N:21]=1. The yield is 1.00. (3) The reactants are Br[CH:2]1[C:10]2([CH2:15][CH2:14][N:13]([C:16]([O:18][CH2:19][C:20]3[CH:25]=[CH:24][CH:23]=[CH:22][CH:21]=3)=[O:17])[CH2:12][CH2:11]2)[CH2:9][C:8]2[C:4](=[N:5][N:6]([C:26]([CH3:29])([CH3:28])[CH3:27])[CH:7]=2)[CH:3]1[O:30]C.CC(C)([O-])C.[K+].Cl. The catalyst is O1CCCC1.O. The product is [C:26]([N:6]1[CH:7]=[C:8]2[C:4]([C:3](=[O:30])[CH2:2][C:10]3([CH2:9]2)[CH2:15][CH2:14][N:13]([C:16]([O:18][CH2:19][C:20]2[CH:25]=[CH:24][CH:23]=[CH:22][CH:21]=2)=[O:17])[CH2:12][CH2:11]3)=[N:5]1)([CH3:29])([CH3:27])[CH3:28]. The yield is 0.710. (4) The reactants are C([N:8]1[CH2:13][CH2:12][N:11]([C:14](=[O:36])[CH2:15][CH2:16][C:17]2[CH:35]=[CH:34][CH:33]=[CH:32][C:18]=2[CH2:19][C:20]2[CH:31]=[CH:30][CH:29]=[CH:28][C:21]=2[CH2:22][CH2:23][NH:24][C:25](=[O:27])[CH3:26])[C@H:10]([CH2:37][C:38]2[CH:43]=[CH:42][C:41]([C:44]#[N:45])=[CH:40][CH:39]=2)[CH2:9]1)C1C=CC=CC=1.Cl.C(N(CC)CC)C.[N-:54]=[N+:55]=[N-:56].[Na+]. The catalyst is CN(C=O)C.O.Cl. The product is [NH:54]1[C:44]([C:41]2[CH:40]=[CH:39][C:38]([CH2:37][C@@H:10]3[CH2:9][NH:8][CH2:13][CH2:12][N:11]3[C:14](=[O:36])[CH2:15][CH2:16][C:17]3[CH:35]=[CH:34][CH:33]=[CH:32][C:18]=3[CH2:19][C:20]3[CH:31]=[CH:30][CH:29]=[CH:28][C:21]=3[CH2:22][CH2:23][NH:24][C:25](=[O:27])[CH3:26])=[CH:43][CH:42]=2)=[N:45][N:56]=[N:55]1. The yield is 0.420.